Dataset: Catalyst prediction with 721,799 reactions and 888 catalyst types from USPTO. Task: Predict which catalyst facilitates the given reaction. Reactant: [CH3:1][O:2][CH2:3][CH:4]1[CH2:8][C:7]2[CH:9]=[C:10]([CH3:16])[CH:11]=[C:12]([N+:13]([O-])=O)[C:6]=2[O:5]1. Product: [CH3:1][O:2][CH2:3][CH:4]1[CH2:8][C:7]2[CH:9]=[C:10]([CH3:16])[CH:11]=[C:12]([NH2:13])[C:6]=2[O:5]1. The catalyst class is: 123.